From a dataset of Forward reaction prediction with 1.9M reactions from USPTO patents (1976-2016). Predict the product of the given reaction. (1) Given the reactants C(=O)([O-])[O-].[K+].[K+].[Br:7][C:8]1[C:13]([OH:14])=[CH:12][CH:11]=[CH:10][N:9]=1.[F:15][C:16]([F:21])(Cl)C([O-])=O.[Na+], predict the reaction product. The product is: [Br:7][C:8]1[C:13]([O:14][CH:16]([F:21])[F:15])=[CH:12][CH:11]=[CH:10][N:9]=1. (2) Given the reactants [Cl-].[Br:2][C:3]1[CH:8]=[CH:7][C:6]([CH2:9][NH3+:10])=[CH:5][CH:4]=1.[OH-].[Na+].[C:13](Cl)(=[O:22])[O:14][CH2:15][C:16]1[CH:21]=[CH:20][CH:19]=[CH:18][CH:17]=1, predict the reaction product. The product is: [Br:2][C:3]1[CH:8]=[CH:7][C:6]([CH2:9][NH:10][C:13](=[O:22])[O:14][CH2:15][C:16]2[CH:21]=[CH:20][CH:19]=[CH:18][CH:17]=2)=[CH:5][CH:4]=1. (3) Given the reactants [NH2:1][C@@H:2]([C:7]([CH3:10])([CH3:9])[CH3:8])[C:3]([O:5][CH3:6])=[O:4].C(N(CC)C(C)C)(C)C.[F:20][C:21]([F:36])([F:35])[C:22]([O:25][C:26](=O)[O:27]C1C=CC=CN=1)([CH3:24])[CH3:23], predict the reaction product. The product is: [CH3:6][O:5][C:3](=[O:4])[C@@H:2]([NH:1][C:26]([O:25][C:22]([CH3:24])([CH3:23])[C:21]([F:36])([F:35])[F:20])=[O:27])[C:7]([CH3:10])([CH3:9])[CH3:8].